Task: Predict the product of the given reaction.. Dataset: Forward reaction prediction with 1.9M reactions from USPTO patents (1976-2016) (1) Given the reactants Br[C:2]1[CH:3]=[C:4]([CH:27]=[CH:28][CH:29]=1)[C:5]([NH:7][C:8]1[C:17]2[C:12](=[CH:13][CH:14]=[CH:15][CH:16]=2)[C:11]([O:18][CH2:19][CH2:20][N:21]2[CH2:26][CH2:25][O:24][CH2:23][CH2:22]2)=[CH:10][CH:9]=1)=[O:6].[NH:30]1[CH2:35][CH2:34][O:33][CH2:32][CH2:31]1, predict the reaction product. The product is: [N:30]1([C:2]2[CH:3]=[C:4]([CH:27]=[CH:28][CH:29]=2)[C:5]([NH:7][C:8]2[C:17]3[C:12](=[CH:13][CH:14]=[CH:15][CH:16]=3)[C:11]([O:18][CH2:19][CH2:20][N:21]3[CH2:26][CH2:25][O:24][CH2:23][CH2:22]3)=[CH:10][CH:9]=2)=[O:6])[CH2:35][CH2:34][O:33][CH2:32][CH2:31]1. (2) Given the reactants [NH2:1][CH2:2][C:3]1[C:12](=[O:13])[C:11]2[C:6](=[CH:7][C:8]([Cl:14])=[CH:9][CH:10]=2)[N:5]([C:15]2[CH:20]=[CH:19][CH:18]=[CH:17][CH:16]=2)[CH:4]=1.[CH3:21][O:22][C:23]1[CH:24]=[C:25]([CH:29]=[CH:30][C:31]=1[O:32][CH3:33])[C:26](Cl)=[O:27].C(N(CC)C(C)C)(C)C, predict the reaction product. The product is: [Cl:14][C:8]1[CH:7]=[C:6]2[C:11]([C:12](=[O:13])[C:3]([CH2:2][NH:1][C:26](=[O:27])[C:25]3[CH:29]=[CH:30][C:31]([O:32][CH3:33])=[C:23]([O:22][CH3:21])[CH:24]=3)=[CH:4][N:5]2[C:15]2[CH:16]=[CH:17][CH:18]=[CH:19][CH:20]=2)=[CH:10][CH:9]=1.